This data is from Full USPTO retrosynthesis dataset with 1.9M reactions from patents (1976-2016). The task is: Predict the reactants needed to synthesize the given product. (1) Given the product [CH3:13][NH:12][NH:11][C:9](=[O:10])[NH:8][CH2:1][C:2]1[CH:7]=[CH:6][CH:5]=[CH:4][CH:3]=1, predict the reactants needed to synthesize it. The reactants are: [CH2:1]([NH:8][C:9]([N:11](C(OC(C)(C)C)=O)[NH:12][CH3:13])=[O:10])[C:2]1[CH:7]=[CH:6][CH:5]=[CH:4][CH:3]=1.O1CCOCC1. (2) The reactants are: [Br-].[CH2:2]([N+:9]1[CH:14]=[CH:13][CH:12]=[C:11]([OH:15])[C:10]=1[C:16]1[CH:21]=[CH:20][CH:19]=[CH:18][CH:17]=1)[C:3]1[CH:8]=[CH:7][CH:6]=[CH:5][CH:4]=1.[C:22](#[N:25])[CH:23]=[CH2:24].C(N(CC)CC)C. Given the product [CH2:2]([N:9]1[C@@H:14]2[C@H:23]([C:22]#[N:25])[CH2:24][C@@:10]1([C:16]1[CH:21]=[CH:20][CH:19]=[CH:18][CH:17]=1)[C:11](=[O:15])[CH:12]=[CH:13]2)[C:3]1[CH:4]=[CH:5][CH:6]=[CH:7][CH:8]=1, predict the reactants needed to synthesize it. (3) Given the product [NH4+:11].[OH-:4].[Cl:12][CH2:13][CH2:14][O:15][C:16]1[CH:21]=[CH:20][C:19]([NH2:22])=[CH:18][CH:17]=1, predict the reactants needed to synthesize it. The reactants are: ClCC[O:4]C1C=CC([NH2:11])=CC=1.[Cl:12][CH2:13][CH2:14][O:15][C:16]1[CH:21]=[CH:20][C:19]([N+:22]([O-])=O)=[CH:18][CH:17]=1. (4) The reactants are: [CH2:1]([O:8][C:9]1[CH:10]=[C:11]([CH:22]=[CH:23][C:24]=1[CH3:25])[C:12]([O:14]CC1C=CC=CC=1)=[O:13])[C:2]1[CH:7]=[CH:6][CH:5]=[CH:4][CH:3]=1.[OH-].[Na+]. Given the product [CH2:1]([O:8][C:9]1[CH:10]=[C:11]([CH:22]=[CH:23][C:24]=1[CH3:25])[C:12]([OH:14])=[O:13])[C:2]1[CH:3]=[CH:4][CH:5]=[CH:6][CH:7]=1, predict the reactants needed to synthesize it. (5) Given the product [C:1]([O:5][C:6]([N:8]1[C@@H:12]([CH2:13][C:14]([CH3:18])([CH3:17])[CH2:15][O:16][S:29]([CH3:28])(=[O:31])=[O:30])[CH2:11][O:10][C:9]1([CH3:20])[CH3:19])=[O:7])([CH3:4])([CH3:3])[CH3:2], predict the reactants needed to synthesize it. The reactants are: [C:1]([O:5][C:6]([N:8]1[C@@H:12]([CH2:13][C:14]([CH3:18])([CH3:17])[CH2:15][OH:16])[CH2:11][O:10][C:9]1([CH3:20])[CH3:19])=[O:7])([CH3:4])([CH3:3])[CH3:2].C(N(CC)CC)C.[CH3:28][S:29](Cl)(=[O:31])=[O:30].